From a dataset of Full USPTO retrosynthesis dataset with 1.9M reactions from patents (1976-2016). Predict the reactants needed to synthesize the given product. (1) Given the product [OH:5][C@@:4]([C:7]([F:8])([F:9])[F:10])([CH2:6][C:36]#[C:35][Si:32]([CH3:34])([CH3:33])[CH3:31])[CH2:3][C:2]([C:12]1[CH:20]=[CH:19][CH:18]=[CH:17][C:13]=1[C:14]([NH2:16])=[O:15])([CH3:11])[CH3:1], predict the reactants needed to synthesize it. The reactants are: [CH3:1][C:2]([C:12]1[CH:20]=[CH:19][CH:18]=[CH:17][C:13]=1[C:14]([NH2:16])=[O:15])([CH3:11])[CH2:3][C@:4]1([C:7]([F:10])([F:9])[F:8])[CH2:6][O:5]1.C([Mg]CCCC)CCC.[Li+].[CH3:31][Si:32]([C:35]#[C-:36])([CH3:34])[CH3:33]. (2) Given the product [N:14]1[CH:15]=[CH:16][C:11]([N:1]2[C:9]3[C:4](=[CH:5][CH:6]=[CH:7][CH:8]=3)[CH:3]=[CH:2]2)=[CH:12][CH:13]=1, predict the reactants needed to synthesize it. The reactants are: [NH:1]1[C:9]2[C:4](=[CH:5][CH:6]=[CH:7][CH:8]=2)[CH:3]=[CH:2]1.I[C:11]1[CH:16]=[CH:15][N:14]=[CH:13][CH:12]=1. (3) The reactants are: [C:1]1([C:20]2[CH:25]=[CH:24][CH:23]=[CH:22][CH:21]=2)[CH:6]=[CH:5][C:4]([CH2:7][C@H:8]([NH:12][C:13]([O:15][C:16]([CH3:19])([CH3:18])[CH3:17])=[O:14])[C:9](O)=[O:10])=[CH:3][CH:2]=1.[CH3:26][N:27](C(ON1N=NC2C=CC=NC1=2)=[N+](C)C)[CH3:28].F[P-](F)(F)(F)(F)F.C(N(CC)CC)C.CNC. Given the product [C:1]1([C:20]2[CH:25]=[CH:24][CH:23]=[CH:22][CH:21]=2)[CH:6]=[CH:5][C:4]([CH2:7][C@H:8]([NH:12][C:13](=[O:14])[O:15][C:16]([CH3:19])([CH3:18])[CH3:17])[C:9]([N:27]([CH3:28])[CH3:26])=[O:10])=[CH:3][CH:2]=1, predict the reactants needed to synthesize it. (4) Given the product [OH:15][C:12]1[CH:11]=[CH:10][C:9]([C:22]2[CH:23]=[CH:18][CH:19]=[C:20]([CH2:24][C:25]([O:27][CH3:28])=[O:26])[CH:21]=2)=[CH:14][CH:13]=1, predict the reactants needed to synthesize it. The reactants are: CC1(C)C(C)(C)OB([C:9]2[CH:14]=[CH:13][C:12]([OH:15])=[CH:11][CH:10]=2)O1.Br[C:18]1[CH:19]=[C:20]([CH2:24][C:25]([O:27][CH3:28])=[O:26])[CH:21]=[CH:22][CH:23]=1.C(=O)([O-])[O-].[K+].[K+].